This data is from Retrosynthesis with 50K atom-mapped reactions and 10 reaction types from USPTO. The task is: Predict the reactants needed to synthesize the given product. (1) The reactants are: COC(=O)[C@@H]1C[C@H](N)C(=O)[C@H]2[C@@]1(C)CC[C@H]1C(=O)O[C@H](c3ccoc3)C[C@]21C.CS(=O)(=O)Cl. Given the product COC(=O)[C@@H]1C[C@H](NS(C)(=O)=O)C(=O)[C@H]2[C@@]1(C)CC[C@H]1C(=O)O[C@H](c3ccoc3)C[C@]21C, predict the reactants needed to synthesize it. (2) Given the product CC(C)(C)OC(=O)[C@@H]1C[C@H]1[C@@](C)(N[S@](=O)C(C)(C)C)C(F)(F)CO, predict the reactants needed to synthesize it. The reactants are: CCOC(=O)C(F)(F)[C@](C)(N[S@](=O)C(C)(C)C)[C@@H]1C[C@H]1C(=O)OC(C)(C)C. (3) Given the product O=C1CCC=C1c1ccc(F)cc1, predict the reactants needed to synthesize it. The reactants are: O=C1CCC=C1Br.OB(O)c1ccc(F)cc1. (4) The reactants are: C[Si](C)(C)C#CCCCCC(=O)c1ncc(-c2ccccn2)o1.FC(F)(F)c1ccc(I)cc1. Given the product O=C(CCCCC#Cc1ccc(C(F)(F)F)cc1)c1ncc(-c2ccccn2)o1, predict the reactants needed to synthesize it. (5) Given the product CCOC(=O)c1ccc(-n2cnc3ccccc32)nc1, predict the reactants needed to synthesize it. The reactants are: CCOC(=O)c1ccc(Cl)nc1.c1ccc2[nH]cnc2c1. (6) Given the product COc1cncc(-c2cnc(C3=CCOCC3)cc2N)c1, predict the reactants needed to synthesize it. The reactants are: CC1(C)OB(C2=CCOCC2)OC1(C)C.COc1cncc(-c2cnc(Cl)cc2N)c1.